Dataset: Merck oncology drug combination screen with 23,052 pairs across 39 cell lines. Task: Regression. Given two drug SMILES strings and cell line genomic features, predict the synergy score measuring deviation from expected non-interaction effect. (1) Drug 1: CN1C(=O)C=CC2(C)C3CCC4(C)C(NC(=O)OCC(F)(F)F)CCC4C3CCC12. Drug 2: CCC1(O)CC2CN(CCc3c([nH]c4ccccc34)C(C(=O)OC)(c3cc4c(cc3OC)N(C)C3C(O)(C(=O)OC)C(OC(C)=O)C5(CC)C=CCN6CCC43C65)C2)C1. Cell line: CAOV3. Synergy scores: synergy=-62.0. (2) Drug 1: CC(C)CC(NC(=O)C(Cc1ccccc1)NC(=O)c1cnccn1)B(O)O. Drug 2: NC1CCCCC1N.O=C(O)C(=O)O.[Pt+2]. Cell line: A427. Synergy scores: synergy=-20.7. (3) Synergy scores: synergy=38.0. Drug 2: Cn1cc(-c2cnn3c(N)c(Br)c(C4CCCNC4)nc23)cn1. Cell line: SKMEL30. Drug 1: COc1cccc2c1C(=O)c1c(O)c3c(c(O)c1C2=O)CC(O)(C(=O)CO)CC3OC1CC(N)C(O)C(C)O1. (4) Drug 1: CC(=O)OC1C(=O)C2(C)C(O)CC3OCC3(OC(C)=O)C2C(OC(=O)c2ccccc2)C2(O)CC(OC(=O)C(O)C(NC(=O)c3ccccc3)c3ccccc3)C(C)=C1C2(C)C. Drug 2: O=C(O)C1(Cc2cccc(Nc3nccs3)n2)CCC(Oc2cccc(Cl)c2F)CC1. Cell line: MDAMB436. Synergy scores: synergy=18.8.